This data is from Forward reaction prediction with 1.9M reactions from USPTO patents (1976-2016). The task is: Predict the product of the given reaction. Given the reactants [F:1][C:2]1([F:34])[O:6][C:5]2[CH:7]=[CH:8][C:9]([C:11]3([C:14]([NH:16][C:17]4[N:22]=[C:21]([C:23]5[CH:24]=[N:25][C:26]([O:30]C)=[CH:27][C:28]=5[CH3:29])[C:20]([CH3:32])=[C:19]([CH3:33])[CH:18]=4)=[O:15])[CH2:13][CH2:12]3)=[CH:10][C:4]=2[O:3]1.[Si](I)(C)(C)C.CO, predict the reaction product. The product is: [F:34][C:2]1([F:1])[O:6][C:5]2[CH:7]=[CH:8][C:9]([C:11]3([C:14]([NH:16][C:17]4[N:22]=[C:21]([C:23]5[CH:24]=[N:25][C:26]([OH:30])=[CH:27][C:28]=5[CH3:29])[C:20]([CH3:32])=[C:19]([CH3:33])[CH:18]=4)=[O:15])[CH2:13][CH2:12]3)=[CH:10][C:4]=2[O:3]1.